This data is from Full USPTO retrosynthesis dataset with 1.9M reactions from patents (1976-2016). The task is: Predict the reactants needed to synthesize the given product. (1) Given the product [F:31][C:28]1[C:27]([F:32])=[CH:26][C:25]([B:10]2[O:11][C:12]([CH3:17])([CH3:18])[C:13]([CH3:15])([CH3:16])[O:14]2)=[CH:30][N:29]=1, predict the reactants needed to synthesize it. The reactants are: [B:10]1([B:10]2[O:14][C:13]([CH3:16])([CH3:15])[C:12]([CH3:18])([CH3:17])[O:11]2)[O:14][C:13]([CH3:16])([CH3:15])[C:12]([CH3:18])([CH3:17])[O:11]1.C([O-])(=O)C.[K+].Cl[C:25]1[CH:26]=[C:27]([F:32])[C:28]([F:31])=[N:29][CH:30]=1. (2) The reactants are: [F:1][C:2]1[CH:7]=[C:6]([CH3:8])[CH:5]=[C:4]([NH:9][CH:10]2[CH2:15][CH2:14][N:13]([C@H:16]3[CH2:21][CH2:20][C@@H:19]([O:22][CH3:23])[CH2:18][CH2:17]3)[CH2:12][CH2:11]2)[C:3]=1[NH2:24].[Cl:25][C:26](Cl)([O:28]C(=O)OC(Cl)(Cl)Cl)Cl.C(N(C(C)C)CC)(C)C. Given the product [ClH:25].[F:1][C:2]1[C:3]2[NH:24][C:26](=[O:28])[N:9]([CH:10]3[CH2:15][CH2:14][N:13]([C@H:16]4[CH2:21][CH2:20][C@@H:19]([O:22][CH3:23])[CH2:18][CH2:17]4)[CH2:12][CH2:11]3)[C:4]=2[CH:5]=[C:6]([CH3:8])[CH:7]=1, predict the reactants needed to synthesize it. (3) Given the product [CH3:1][O:2][C:3]1[C:4]([O:11][CH3:12])=[C:5]([O:9][CH3:10])[CH:6]=[CH:7][C:8]=1[S:14]([Cl:13])(=[O:16])=[O:15], predict the reactants needed to synthesize it. The reactants are: [CH3:1][O:2][C:3]1[CH:8]=[CH:7][CH:6]=[C:5]([O:9][CH3:10])[C:4]=1[O:11][CH3:12].[Cl:13][S:14](O)(=[O:16])=[O:15].P(Cl)(Cl)(Cl)=O. (4) Given the product [CH3:14][O:13][C:11]1[C:10]([C:15]2[N:16]=[N:17][C:18]([N:21]([CH3:32])[CH:22]3[CH2:27][C:26]([CH3:28])([CH3:29])[NH:25][C:24]([CH3:31])([CH3:30])[CH2:23]3)=[CH:19][CH:20]=2)=[C:9]([OH:33])[CH:8]=[C:7]([C:40]2[CH:39]=[N:38][N:37]([CH3:36])[CH:41]=2)[CH:12]=1, predict the reactants needed to synthesize it. The reactants are: FC(F)(F)S(O[C:7]1[CH:12]=[C:11]([O:13][CH3:14])[C:10]([C:15]2[N:16]=[N:17][C:18]([N:21]([CH3:32])[CH:22]3[CH2:27][C:26]([CH3:29])([CH3:28])[NH:25][C:24]([CH3:31])([CH3:30])[CH2:23]3)=[CH:19][CH:20]=2)=[C:9]([OH:33])[CH:8]=1)(=O)=O.[CH3:36][N:37]1[CH:41]=[C:40](B2OC(C)(C)C(C)(C)O2)[CH:39]=[N:38]1.C(=O)([O-])[O-].[Na+].[Na+].Cl.CO. (5) Given the product [CH3:1][O:2][C:3]([C@@H:5]([N:13]1[CH2:21][C:17]2[CH:18]=[CH:19][S:20][C:16]=2[CH2:15][CH2:14]1)[C:6]1[C:11]([Cl:12])=[CH:10][CH:9]=[CH:8][CH:7]=1)=[O:4].[CH:25]1[CH:26]=[CH:27][C:22]([S:28]([OH:31])(=[O:30])=[O:29])=[CH:23][CH:24]=1, predict the reactants needed to synthesize it. The reactants are: [CH3:1][O:2][C:3]([C@@H:5]([N:13]1[CH2:21][C:17]2[CH:18]=[CH:19][S:20][C:16]=2[CH2:15][CH2:14]1)[C:6]1[CH:7]=[CH:8][CH:9]=[CH:10][C:11]=1[Cl:12])=[O:4].[C:22]1([S:28]([OH:31])(=[O:30])=[O:29])[CH:27]=[CH:26][CH:25]=[CH:24][CH:23]=1.C1(C)C=CC=CC=1. (6) The reactants are: [Cl:1][C:2]1[CH:3]=[C:4]2[C:8](=[CH:9][CH:10]=1)[N:7]([S:11]([C:14]1[CH:19]=[CH:18][C:17]([O:20][CH3:21])=[CH:16][C:15]=1[O:22][C:23]([F:26])([F:25])[F:24])(=[O:13])=[O:12])[C:6](=[O:27])[C:5]2([N:42]1[CH2:51][C@H:50]([OH:52])[CH2:49][C@H:43]1[C:44]([N:46]([CH3:48])[CH3:47])=[O:45])[C:28]1[CH:33]=[C:32]([CH2:34][CH:35]=[CH:36][CH2:37][CH2:38][OH:39])[CH:31]=[CH:30][C:29]=1[O:40][CH3:41]. Given the product [Cl:1][C:2]1[CH:3]=[C:4]2[C:8](=[CH:9][CH:10]=1)[N:7]([S:11]([C:14]1[CH:19]=[CH:18][C:17]([O:20][CH3:21])=[CH:16][C:15]=1[O:22][C:23]([F:24])([F:26])[F:25])(=[O:12])=[O:13])[C:6](=[O:27])[C:5]2([N:42]1[CH2:51][C@H:50]([OH:52])[CH2:49][C@H:43]1[C:44]([N:46]([CH3:48])[CH3:47])=[O:45])[C:28]1[CH:33]=[C:32]([CH2:34][CH2:35][CH2:36][CH2:37][CH2:38][OH:39])[CH:31]=[CH:30][C:29]=1[O:40][CH3:41], predict the reactants needed to synthesize it.